Dataset: Peptide-MHC class I binding affinity with 185,985 pairs from IEDB/IMGT. Task: Regression. Given a peptide amino acid sequence and an MHC pseudo amino acid sequence, predict their binding affinity value. This is MHC class I binding data. (1) The peptide sequence is KIFVVSAT. The MHC is H-2-Db with pseudo-sequence H-2-Db. The binding affinity (normalized) is 0. (2) The peptide sequence is GPKVKQWPL. The MHC is HLA-A01:01 with pseudo-sequence HLA-A01:01. The binding affinity (normalized) is 0. (3) The peptide sequence is AVLLHEESM. The MHC is HLA-A69:01 with pseudo-sequence HLA-A69:01. The binding affinity (normalized) is 0.165.